From a dataset of Forward reaction prediction with 1.9M reactions from USPTO patents (1976-2016). Predict the product of the given reaction. (1) Given the reactants [CH3:1][NH:2][C@@:3]1([C:10]2[CH:11]=[CH:12][CH:13]=[CH:14][C:15]=2[Cl:16])[C:8](=[O:9])[CH2:7][CH2:6][CH2:5][CH2:4]1.Cl.C([O-])(=O)CCCCCCCCCCCCCCCCC.[Mg+2].C([O-])(=O)CCCCCCCCCCCCCCCCC, predict the reaction product. The product is: [CH3:1][NH:2][C@@:3]1([C:10]2[CH:11]=[CH:12][CH:13]=[CH:14][C:15]=2[Cl:16])[C:8](=[O:9])[CH2:7][CH2:6][CH2:5][CH2:4]1. (2) Given the reactants [C:1]([NH:4][CH:5]1[CH2:10][CH2:9][N:8]([C:11]2[CH:21]=[CH:20][C:14]([C:15](OCC)=[O:16])=[CH:13][CH:12]=2)[CH2:7][CH2:6]1)(=[O:3])[CH3:2].CC(C[AlH]CC(C)C)C, predict the reaction product. The product is: [OH:16][CH2:15][C:14]1[CH:13]=[CH:12][C:11]([N:8]2[CH2:7][CH2:6][CH:5]([NH:4][C:1](=[O:3])[CH3:2])[CH2:10][CH2:9]2)=[CH:21][CH:20]=1. (3) Given the reactants [C:1]([O:4][CH2:5][CH:6]1[CH2:11][CH:10]([OH:12])[CH2:9][CH2:8][N:7]1[C:13]([O:15][C:16]([CH3:19])([CH3:18])[CH3:17])=[O:14])(=[O:3])[CH3:2].[Cr](Cl)([O-])(=O)=O.[NH+]1C=CC=CC=1, predict the reaction product. The product is: [C:1]([O:4][CH2:5][CH:6]1[CH2:11][C:10](=[O:12])[CH2:9][CH2:8][N:7]1[C:13]([O:15][C:16]([CH3:19])([CH3:18])[CH3:17])=[O:14])(=[O:3])[CH3:2]. (4) Given the reactants Cl.[CH3:2][C:3]1[C:11]([C:12](=[S:14])[NH2:13])=[C:6]2[CH:7]=[CH:8][CH:9]=[CH:10][N:5]2[N:4]=1.Cl[CH:16]([C:22](=O)[CH:23]1[CH2:28][CH2:27][O:26][CH2:25][CH2:24]1)[C:17]([O:19][CH2:20][CH3:21])=[O:18], predict the reaction product. The product is: [CH3:2][C:3]1[C:11]([C:12]2[S:14][C:16]([C:17]([O:19][CH2:20][CH3:21])=[O:18])=[C:22]([CH:23]3[CH2:24][CH2:25][O:26][CH2:27][CH2:28]3)[N:13]=2)=[C:6]2[CH:7]=[CH:8][CH:9]=[CH:10][N:5]2[N:4]=1. (5) Given the reactants [ClH:1].[NH2:2][CH:3]1[CH2:8][CH2:7][N:6]([C:9](=[O:18])[CH2:10][CH2:11][C:12]2[N:13]([CH3:17])[CH:14]=[CH:15][N:16]=2)[CH2:5][CH2:4]1, predict the reaction product. The product is: [ClH:1].[NH2:2][CH:3]1[CH2:8][CH2:7][N:6]([C:9](=[O:18])[CH2:10][CH2:11][C:12]2[N:13]([CH3:17])[CH:14]=[CH:15][N:16]=2)[CH2:5][CH2:4]1. (6) Given the reactants [C:1]([C:3]1[CH:4]=[C:5]([CH:10]=[CH:11][C:12]=1[OH:13])[C:6]([O:8][CH3:9])=[O:7])#[N:2].[I:14]N1C(=O)CCC1=O.FC(F)(F)S(O)(=O)=O, predict the reaction product. The product is: [C:1]([C:3]1[CH:4]=[C:5]([CH:10]=[C:11]([I:14])[C:12]=1[OH:13])[C:6]([O:8][CH3:9])=[O:7])#[N:2]. (7) Given the reactants C(OC([N:8]1[CH2:12][C@@H:11]([C:13]2[CH:18]=[CH:17][CH:16]=[CH:15][CH:14]=2)[C@H:10]([CH2:19][O:20][C:21]2[CH:26]=[C:25]([C:27]([F:30])([F:29])[F:28])[CH:24]=[C:23]([C:31]([F:34])([F:33])[F:32])[CH:22]=2)[CH2:9]1)=O)(C)(C)C.[F:35][C:36]([F:41])([F:40])[C:37]([OH:39])=[O:38].Cl, predict the reaction product. The product is: [F:35][C:36]([F:41])([F:40])[C:37]([OH:39])=[O:38].[F:33][C:31]([F:32])([F:34])[C:23]1[CH:22]=[C:21]([CH:26]=[C:25]([C:27]([F:30])([F:28])[F:29])[CH:24]=1)[O:20][CH2:19][C@H:10]1[C@H:11]([C:13]2[CH:14]=[CH:15][CH:16]=[CH:17][CH:18]=2)[CH2:12][NH:8][CH2:9]1. (8) Given the reactants [CH:1]([C:4]1[CH:5]=[CH:6][C:7]([O:22][CH3:23])=[C:8]([C:10]2[C:11]([C:20]#N)=[CH:12][C:13]([C:16]([F:19])([F:18])[F:17])=[CH:14][CH:15]=2)[CH:9]=1)([CH3:3])[CH3:2].CC(C[AlH]CC(C)C)C.Cl.C([O:36]CC)C, predict the reaction product. The product is: [CH:1]([C:4]1[CH:5]=[CH:6][C:7]([O:22][CH3:23])=[C:8]([C:10]2[C:11]([CH:20]=[O:36])=[CH:12][C:13]([C:16]([F:19])([F:18])[F:17])=[CH:14][CH:15]=2)[CH:9]=1)([CH3:3])[CH3:2].